From a dataset of Reaction yield outcomes from USPTO patents with 853,638 reactions. Predict the reaction yield, written as a fraction of the theoretical maximum amount of product (1.0 means a 100% yield; for example, 0.34 means a 34% yield). (1) The reactants are [C:1]([C:3]1[CH:4]=[CH:5][C:6]([O:13][CH3:14])=[C:7]([CH:12]=1)[C:8]([O:10]C)=[O:9])#[N:2].O.[OH-].[Li+].Cl. The catalyst is C1COCC1.O. The product is [C:1]([C:3]1[CH:4]=[CH:5][C:6]([O:13][CH3:14])=[C:7]([CH:12]=1)[C:8]([OH:10])=[O:9])#[N:2]. The yield is 0.990. (2) The reactants are [F:1][C:2]([F:11])([F:10])[C:3]1[CH:8]=[CH:7][C:6]([OH:9])=[CH:5][CH:4]=1.N1C=CC=CC=1.[S:18](O[S:18]([C:21]([F:24])([F:23])[F:22])(=[O:20])=[O:19])([C:21]([F:24])([F:23])[F:22])(=[O:20])=[O:19]. The catalyst is ClCCl. The product is [F:22][C:21]([F:24])([F:23])[S:18]([O:9][C:6]1[CH:5]=[CH:4][C:3]([C:2]([F:10])([F:11])[F:1])=[CH:8][CH:7]=1)(=[O:20])=[O:19]. The yield is 0.764.